This data is from Forward reaction prediction with 1.9M reactions from USPTO patents (1976-2016). The task is: Predict the product of the given reaction. (1) Given the reactants [Br:1][C:2]1[CH:7]=[CH:6][CH:5]=[CH:4][C:3]=1[S:8]([C:11]1([C:16]([NH2:18])=[O:17])[CH2:15]CC[CH2:12]1)(=[O:10])=[O:9].BrC1C=CC=CC=1S(C(C)(C)C#N)(=O)=O, predict the reaction product. The product is: [Br:1][C:2]1[CH:7]=[CH:6][CH:5]=[CH:4][C:3]=1[S:8]([C:11]([CH3:15])([CH3:12])[C:16]([NH2:18])=[O:17])(=[O:10])=[O:9]. (2) Given the reactants [CH3:1][O:2][C:3]1[N:8]=[C:7]2[CH:9]=[CH:10][N:11]([Si:12]([CH:19]([CH3:21])[CH3:20])([CH:16]([CH3:18])[CH3:17])[CH:13]([CH3:15])[CH3:14])[C:6]2=[CH:5][C:4]=1[C:22]1[CH2:27][CH2:26][N:25]([C:28]([O:30][C:31]([CH3:34])([CH3:33])[CH3:32])=[O:29])[CH2:24][CH:23]=1, predict the reaction product. The product is: [CH3:1][O:2][C:3]1[N:8]=[C:7]2[CH:9]=[CH:10][N:11]([Si:12]([CH:13]([CH3:15])[CH3:14])([CH:16]([CH3:18])[CH3:17])[CH:19]([CH3:20])[CH3:21])[C:6]2=[CH:5][C:4]=1[CH:22]1[CH2:23][CH2:24][N:25]([C:28]([O:30][C:31]([CH3:34])([CH3:32])[CH3:33])=[O:29])[CH2:26][CH2:27]1. (3) Given the reactants [Si:1]([N:8]1[C:11](=[O:12])[CH2:10][C@@H:9]1[C:13]([OH:15])=O)([C:4]([CH3:7])([CH3:6])[CH3:5])([CH3:3])[CH3:2].ClC(Cl)(OC(=O)OC(Cl)(Cl)Cl)Cl.CC1C=C(C)C=C(C)N=1.[F:37][C:38]1[CH:39]=[C:40]([C@:46]([C:55]2[CH:60]=[C:59]([O:61][C:62]([F:67])([F:66])[CH:63]([F:65])[F:64])[CH:58]=[C:57]([F:68])[CH:56]=2)([NH2:54])[CH2:47][C:48]2[CH:53]=[CH:52][CH:51]=[CH:50][CH:49]=2)[CH:41]=[CH:42][C:43]=1[O:44][CH3:45].C(N(CC)C(C)C)(C)C, predict the reaction product. The product is: [Si:1]([N:8]1[C:11](=[O:12])[CH2:10][C@@H:9]1[C:13]([NH:54][C@:46]([C:40]1[CH:41]=[CH:42][C:43]([O:44][CH3:45])=[C:38]([F:37])[CH:39]=1)([C:55]1[CH:60]=[C:59]([O:61][C:62]([F:67])([F:66])[CH:63]([F:65])[F:64])[CH:58]=[C:57]([F:68])[CH:56]=1)[CH2:47][C:48]1[CH:53]=[CH:52][CH:51]=[CH:50][CH:49]=1)=[O:15])([C:4]([CH3:5])([CH3:6])[CH3:7])([CH3:2])[CH3:3]. (4) Given the reactants C[O:2][C:3](=O)[C:4]1[CH:9]=[CH:8][C:7]([O:10][CH2:11][C:12]2[CH:21]=[CH:20][C:19]3[C:14](=[CH:15][CH:16]=[CH:17][CH:18]=3)[N:13]=2)=[CH:6][CH:5]=1.OC1C=CC(C=O)=CC=1, predict the reaction product. The product is: [N:13]1[C:14]2[C:19](=[CH:18][CH:17]=[CH:16][CH:15]=2)[CH:20]=[CH:21][C:12]=1[CH2:11][O:10][C:7]1[CH:8]=[CH:9][C:4]([CH:3]=[O:2])=[CH:5][CH:6]=1. (5) Given the reactants [Cl:1][C:2]1[N:7]=[C:6](I)[C:5]([OH:9])=[CH:4][CH:3]=1.C(OC([N:17]1[C:25]2[C:20](=[CH:21][C:22]([F:26])=[CH:23][CH:24]=2)[CH:19]=[C:18]1B(O)O)=O)(C)(C)C.C([O-])(O)=O.[Na+], predict the reaction product. The product is: [Cl:1][C:2]1[N:7]=[C:6]([C:18]2[NH:17][C:25]3[C:20]([CH:19]=2)=[CH:21][C:22]([F:26])=[CH:23][CH:24]=3)[C:5]([OH:9])=[CH:4][CH:3]=1. (6) Given the reactants C([O:3][C:4](=O)[CH2:5][O:6][C:7]1[CH:12]=[CH:11][CH:10]=[C:9]([C:13]([CH2:29][CH2:30][CH2:31][CH3:32])=[C:14]([C:22]2[CH:27]=[CH:26][C:25]([OH:28])=[CH:24][CH:23]=2)[C:15]2[CH:20]=[CH:19][C:18]([OH:21])=[CH:17][CH:16]=2)[CH:8]=1)C.[H-].[H-].[H-].[H-].[Li+].[Al+3], predict the reaction product. The product is: [OH:3][CH2:4][CH2:5][O:6][C:7]1[CH:8]=[C:9]([C:13]([CH2:29][CH2:30][CH2:31][CH3:32])=[C:14]([C:15]2[CH:16]=[CH:17][C:18]([OH:21])=[CH:19][CH:20]=2)[C:22]2[CH:27]=[CH:26][C:25]([OH:28])=[CH:24][CH:23]=2)[CH:10]=[CH:11][CH:12]=1. (7) Given the reactants C([O:9][CH2:10][CH2:11][O:12][CH2:13][CH2:14][N:15]1[C:23]2[C:22](Cl)=[N:21][CH:20]=[N:19][C:18]=2[CH:17]=[CH:16]1)(=O)C1C=CC=CC=1.[C:25]([O:29][C:30](=[O:47])[NH:31][C:32]1[CH:37]=[CH:36][CH:35]=[C:34]([O:38][C:39]2[CH:44]=[CH:43][C:42]([NH2:45])=[CH:41][C:40]=2[Cl:46])[CH:33]=1)([CH3:28])([CH3:27])[CH3:26].C(O)(C)C.[OH-].[Na+], predict the reaction product. The product is: [C:25]([O:29][C:30](=[O:47])[NH:31][C:32]1[CH:37]=[CH:36][CH:35]=[C:34]([O:38][C:39]2[CH:44]=[CH:43][C:42]([NH:45][C:22]3[C:23]4[N:15]([CH2:14][CH2:13][O:12][CH2:11][CH2:10][OH:9])[CH:16]=[CH:17][C:18]=4[N:19]=[CH:20][N:21]=3)=[CH:41][C:40]=2[Cl:46])[CH:33]=1)([CH3:28])([CH3:26])[CH3:27].